Dataset: Forward reaction prediction with 1.9M reactions from USPTO patents (1976-2016). Task: Predict the product of the given reaction. (1) Given the reactants C([O:8][C:9](=O)[C@@H:10]([NH:27][C:28]([O:30][C:31]([CH3:34])([CH3:33])[CH3:32])=[O:29])[CH2:11][CH2:12][C:13]1[N:17]([CH2:18][CH2:19][CH3:20])[C:16]2[CH:21]=[C:22]([CH3:26])[C:23]([CH3:25])=[CH:24][C:15]=2[N:14]=1)C1C=CC=CC=1.CCN=C=NCCCN(C)C.Cl.C1C=CC2N(O)N=NC=2C=1.[C:58]([O:77][NH2:78])([C:71]1[CH:76]=[CH:75][CH:74]=[CH:73][CH:72]=1)([C:65]1[CH:70]=[CH:69][CH:68]=[CH:67][CH:66]=1)[C:59]1[CH:64]=[CH:63][CH:62]=[CH:61][CH:60]=1, predict the reaction product. The product is: [C:31]([O:30][C:28]([NH:27][C@@H:10]([CH2:11][CH2:12][C:13]1[N:17]([CH2:18][CH2:19][CH3:20])[C:16]2[CH:21]=[C:22]([CH3:26])[C:23]([CH3:25])=[CH:24][C:15]=2[N:14]=1)[C:9]([NH:78][O:77][C:58]([C:65]1[CH:70]=[CH:69][CH:68]=[CH:67][CH:66]=1)([C:71]1[CH:72]=[CH:73][CH:74]=[CH:75][CH:76]=1)[C:59]1[CH:64]=[CH:63][CH:62]=[CH:61][CH:60]=1)=[O:8])=[O:29])([CH3:34])([CH3:32])[CH3:33]. (2) The product is: [Cl:1][C:2]1[CH:22]=[CH:21][C:5]([O:6][C:7]2[C:15]3[C:10](=[CH:11][CH:12]=[C:13]([C:16]([F:19])([F:17])[F:18])[CH:14]=3)[N:9]([CH2:30][C:31]([O:33][CH3:34])=[O:32])[C:8]=2[CH3:20])=[CH:4][CH:3]=1. Given the reactants [Cl:1][C:2]1[CH:22]=[CH:21][C:5]([O:6][C:7]2[C:15]3[C:10](=[CH:11][CH:12]=[C:13]([C:16]([F:19])([F:18])[F:17])[CH:14]=3)[NH:9][C:8]=2[CH3:20])=[CH:4][CH:3]=1.C(=O)([O-])[O-].[K+].[K+].Br[CH2:30][C:31]([O:33][CH3:34])=[O:32], predict the reaction product. (3) Given the reactants [CH3:1][NH2:2].N.[Br:4][C:5]1[CH:6]=[C:7]([CH:13]=[CH:14][CH:15]=1)[O:8][CH2:9][C@@H:10]1[CH2:12][O:11]1, predict the reaction product. The product is: [Br:4][C:5]1[CH:6]=[C:7]([CH:13]=[CH:14][CH:15]=1)[O:8][CH2:9][C@@H:10]([OH:11])[CH2:12][NH:2][CH3:1]. (4) The product is: [CH2:4]1[C@H:5]2[CH2:10][NH:9][CH2:8][CH2:7][N:6]2[C:2](=[O:1])[O:3]1. Given the reactants [O:1]=[C:2]1[N:6]2[CH2:7][CH2:8][N:9](C(OC(C)(C)C)=O)[CH2:10][C@@H:5]2[CH2:4][O:3]1.C(O)(C(F)(F)F)=O, predict the reaction product. (5) Given the reactants [Cl:1][C:2]1[CH:3]=[C:4]2[C:8](=[CH:9][CH:10]=1)[NH:7][C:6]([C:11]([CH:13]([CH2:25][CH2:26][CH3:27])[CH2:14][C:15]1[CH:24]=[CH:23][C:18](C(OC)=O)=[CH:17][CH:16]=1)=[O:12])=[CH:5]2.[Cl:28][C:29]1[CH:30]=[C:31](I)[CH:32]=[C:33]([Cl:35])[CH:34]=1.P([O-])([O-])([O-])=O.[K+].[K+].[K+].[Li+].[OH-].C(Cl)CCl.C1C=CC2N([OH:60])N=NC=2C=1.Cl.[C:62]([O:66][C:67](=[O:71])CCN)([CH3:65])([CH3:64])[CH3:63].CC[N:74]([CH:78](C)C)[CH:75]([CH3:77])C, predict the reaction product. The product is: [Cl:1][C:2]1[CH:10]=[C:9]2[C:8](=[CH:4][CH:3]=1)[N:7]([C:31]1[CH:30]=[C:29]([Cl:28])[CH:34]=[C:33]([Cl:35])[CH:32]=1)[C:6]([C:11]([CH:13]([CH2:25][CH2:26][CH3:27])[CH2:14][C:15]1[CH:24]=[CH:23][C:18]([C:78]([NH:74][CH2:75][CH2:77][C:67]([O:66][C:62]([CH3:65])([CH3:64])[CH3:63])=[O:71])=[O:60])=[CH:17][CH:16]=1)=[O:12])=[CH:5]2.